From a dataset of Forward reaction prediction with 1.9M reactions from USPTO patents (1976-2016). Predict the product of the given reaction. (1) Given the reactants [N+:1]([C:4]1[CH:5]=[C:6]2[C:11](=[CH:12][CH:13]=1)[NH:10][C:9](=O)[CH2:8][CH2:7]2)([O-:3])=[O:2].[Cl:15]C1C(=O)C(C#N)=C(C#N)C(=O)C=1Cl.P(Cl)(Cl)(Cl)=O, predict the reaction product. The product is: [Cl:15][C:9]1[CH:8]=[CH:7][C:6]2[C:11](=[CH:12][CH:13]=[C:4]([N+:1]([O-:3])=[O:2])[CH:5]=2)[N:10]=1. (2) Given the reactants Cl.[CH3:2][O:3][C:4]([C:6]1[CH:7]=[C:8]2[C:12](=[CH:13][CH:14]=1)[CH2:11][CH2:10][C@H:9]2[NH2:15])=[O:5].CCN(C(C)C)C(C)C.[C:25]1([C:35](Cl)=[O:36])[C:34]2[C:29](=[CH:30][CH:31]=[CH:32][CH:33]=2)[CH:28]=[CH:27][CH:26]=1, predict the reaction product. The product is: [C:25]1([C:35]([NH:15][C@H:9]2[C:8]3[C:12](=[CH:13][CH:14]=[C:6]([C:4]([O:3][CH3:2])=[O:5])[CH:7]=3)[CH2:11][CH2:10]2)=[O:36])[C:34]2[C:29](=[CH:30][CH:31]=[CH:32][CH:33]=2)[CH:28]=[CH:27][CH:26]=1.